From a dataset of Full USPTO retrosynthesis dataset with 1.9M reactions from patents (1976-2016). Predict the reactants needed to synthesize the given product. (1) Given the product [CH:1]([O:4][C:5]1[CH:31]=[CH:30][C:8]([O:9][C:10]2[S:11][C:12]([C:15]#[C:16][CH:17]([NH2:19])[CH3:18])=[CH:13][N:14]=2)=[CH:7][CH:6]=1)([CH3:2])[CH3:3], predict the reactants needed to synthesize it. The reactants are: [CH:1]([O:4][C:5]1[CH:31]=[CH:30][C:8]([O:9][C:10]2[S:11][C:12]([C:15]#[C:16][CH:17]([N:19]3C(=O)C4C(=CC=CC=4)C3=O)[CH3:18])=[CH:13][N:14]=2)=[CH:7][CH:6]=1)([CH3:3])[CH3:2].O.NN.C(O)C. (2) Given the product [Cl:1][C:2]1[CH:7]=[C:6]([O:8][C:9]2[CH:14]=[CH:13][CH:12]=[C:11]([C:15](=[O:23])[NH:16][C:17]3[CH:21]=[CH:20][N:19]([CH3:22])[N:18]=3)[CH:10]=2)[CH:5]=[CH:4][C:3]=1[C:24]1[N:28]=[C:27]([C:29]([N:35]([CH3:36])[CH3:34])=[O:31])[O:26][N:25]=1, predict the reactants needed to synthesize it. The reactants are: [Cl:1][C:2]1[CH:7]=[C:6]([O:8][C:9]2[CH:14]=[CH:13][CH:12]=[C:11]([C:15](=[O:23])[NH:16][C:17]3[CH:21]=[CH:20][N:19]([CH3:22])[N:18]=3)[CH:10]=2)[CH:5]=[CH:4][C:3]=1[C:24]1[N:28]=[C:27]([C:29]([O:31]CC)=O)[O:26][N:25]=1.[CH3:34][N:35]1C(=O)CC[CH2:36]1.CNC.C1COCC1.